This data is from Reaction yield outcomes from USPTO patents with 853,638 reactions. The task is: Predict the reaction yield, written as a fraction of the theoretical maximum amount of product (1.0 means a 100% yield; for example, 0.34 means a 34% yield). (1) The reactants are C(=O)([O-])[O-].[K+].[K+].[Cl:7][C:8]1[CH:9]=[C:10](B(O)O)[CH:11]=[CH:12][C:13]=1[Cl:14].[Cl:18][C:19]1[CH:24]=[C:23](Cl)[N:22]=[CH:21][N:20]=1. The catalyst is O1CCOCC1. The product is [Cl:18][C:19]1[CH:24]=[C:23]([C:10]2[CH:11]=[CH:12][C:13]([Cl:14])=[C:8]([Cl:7])[CH:9]=2)[N:22]=[CH:21][N:20]=1. The yield is 0.910. (2) The reactants are Br[C:2]1[CH:3]=[N:4][CH:5]=[N:6][CH:7]=1.[NH2:8][C:9]1[CH:10]=[C:11](B(O)O)[CH:12]=[CH:13][CH:14]=1. No catalyst specified. The product is [N:4]1[CH:3]=[C:2]([C:13]2[CH:14]=[C:9]([CH:10]=[CH:11][CH:12]=2)[NH2:8])[CH:7]=[N:6][CH:5]=1. The yield is 0.840.